Dataset: Catalyst prediction with 721,799 reactions and 888 catalyst types from USPTO. Task: Predict which catalyst facilitates the given reaction. Reactant: Cl.Cl.[CH2:3]([N:5]1[C:9]2=[N:10][CH:11]=[C:12]([C:21]([NH:23][NH2:24])=[O:22])[C:13]([NH:14][CH:15]3[CH2:20][CH2:19][O:18][CH2:17][CH2:16]3)=[C:8]2[CH:7]=[N:6]1)[CH3:4].CCN(C(C)C)C(C)C.[CH:34]1([C:37](Cl)=[O:38])[CH2:36][CH2:35]1. Product: [CH:34]1([C:37]([NH:24][NH:23][C:21]([C:12]2[C:13]([NH:14][CH:15]3[CH2:16][CH2:17][O:18][CH2:19][CH2:20]3)=[C:8]3[CH:7]=[N:6][N:5]([CH2:3][CH3:4])[C:9]3=[N:10][CH:11]=2)=[O:22])=[O:38])[CH2:36][CH2:35]1. The catalyst class is: 1.